This data is from Reaction yield outcomes from USPTO patents with 853,638 reactions. The task is: Predict the reaction yield, written as a fraction of the theoretical maximum amount of product (1.0 means a 100% yield; for example, 0.34 means a 34% yield). (1) The catalyst is CO. The yield is 0.580. The product is [F:1][C:2]1[C:3]([C:12]2[O:13][CH:14]=[CH:15][N:16]=2)=[C:4]([CH:9]=[CH:10][CH:11]=1)[C:5]([OH:7])=[O:6]. The reactants are [F:1][C:2]1[C:3]([C:12]2[O:13][CH:14]=[CH:15][N:16]=2)=[C:4]([CH:9]=[CH:10][CH:11]=1)[C:5]([O:7]C)=[O:6].[OH-].[Na+].Cl. (2) The reactants are [Br:1][C:2]1[C:10]2[C:6](=[N:7][Se:8][N:9]=2)[C:5](Br)=[CH:4][CH:3]=1.[N+:12]([O-])([OH:14])=[O:13]. The catalyst is O. The product is [Br:1][C:2]1[C:10]2[C:6](=[N:7][Se:8][N:9]=2)[C:5]([N+:12]([O-:14])=[O:13])=[CH:4][CH:3]=1. The yield is 0.0300. (3) The reactants are [Br:1][C:2]1[CH:6]=[N:5][N:4]([CH3:7])[C:3]=1[C:8]1[CH:9]=[C:10]([NH2:16])[CH:11]=[CH:12][C:13]=1[O:14][CH3:15].[F:17][C:18]1[CH:23]=[C:22]([F:24])[CH:21]=[CH:20][C:19]=1[N:25]=[C:26]=[O:27]. The catalyst is C(Cl)Cl. The product is [Br:1][C:2]1[CH:6]=[N:5][N:4]([CH3:7])[C:3]=1[C:8]1[CH:9]=[C:10]([NH:16][C:26]([NH:25][C:19]2[CH:20]=[CH:21][C:22]([F:24])=[CH:23][C:18]=2[F:17])=[O:27])[CH:11]=[CH:12][C:13]=1[O:14][CH3:15]. The yield is 0.710. (4) The reactants are [CH:1]([C:3]1[CH:8]=[CH:7][C:6]([C:9]#[C:10][C:11]2[CH:18]=[CH:17][C:14]([C:15]#[N:16])=[CH:13][CH:12]=2)=[CH:5][CH:4]=1)=O.[NH:19]1[CH2:24][CH2:23][O:22][CH2:21][CH2:20]1.C(O[BH-](OC(=O)C)OC(=O)C)(=O)C.[Na+]. The catalyst is C(Cl)(Cl)Cl. The product is [N:19]1([CH2:1][C:3]2[CH:8]=[CH:7][C:6]([C:9]#[C:10][C:11]3[CH:18]=[CH:17][C:14]([C:15]#[N:16])=[CH:13][CH:12]=3)=[CH:5][CH:4]=2)[CH2:24][CH2:23][O:22][CH2:21][CH2:20]1. The yield is 0.970. (5) The reactants are [H-].[Na+].[OH:3][C:4]1[CH:9]=[CH:8][C:7]([CH2:10][CH2:11][CH2:12][CH2:13][N:14]2[C:18](=[O:19])[C:17]3=[CH:20][CH:21]=[CH:22][CH:23]=[C:16]3[C:15]2=[O:24])=[CH:6][CH:5]=1.[CH3:25][N:26]([CH3:30])[C:27](Cl)=[S:28].CO. The catalyst is CN(C=O)C. The product is [CH3:25][N:26]([CH3:30])[C:27]([O:3][C:4]1[CH:5]=[CH:6][C:7]([CH2:10][CH2:11][CH2:12][CH2:13][N:14]2[C:18](=[O:19])[C:17]3=[CH:20][CH:21]=[CH:22][CH:23]=[C:16]3[C:15]2=[O:24])=[CH:8][CH:9]=1)=[S:28]. The yield is 0.590. (6) The reactants are COC([N:5]1[CH2:10][C@@H:9]([CH2:11][C@@H:12]([CH2:16][CH3:17])[CH2:13][CH2:14][CH3:15])[C:8](=[O:18])N(C)[C@@H]1C(C)(C)C)=O.Cl.[O:25]1CCOCC1. No catalyst specified. The product is [NH2:5][CH2:10][C@@H:9]([CH2:11][C@@H:12]([CH2:16][CH3:17])[CH2:13][CH2:14][CH3:15])[C:8]([OH:18])=[O:25]. The yield is 0.570. (7) The reactants are Cl[C:2]1[C:3](=[O:15])[N:4]([CH:10]([CH2:13][CH3:14])[CH2:11][CH3:12])[C:5]([CH3:9])=[C:6]([Cl:8])[N:7]=1.[Cl:16][C:17]1[CH:18]=[C:19]([O:26][CH3:27])[CH:20]=[C:21]2[C:25]=1[NH:24][CH2:23][CH2:22]2.C[Si](C)(C)[N-][Si](C)(C)C.[Na+].C([O-])(O)=O.[Na+]. The catalyst is C1COCC1. The product is [Cl:8][C:6]1[N:7]=[C:2]([N:24]2[C:25]3[C:21](=[CH:20][C:19]([O:26][CH3:27])=[CH:18][C:17]=3[Cl:16])[CH2:22][CH2:23]2)[C:3](=[O:15])[N:4]([CH:10]([CH2:13][CH3:14])[CH2:11][CH3:12])[C:5]=1[CH3:9]. The yield is 0.170.